Predict the reactants needed to synthesize the given product. From a dataset of Full USPTO retrosynthesis dataset with 1.9M reactions from patents (1976-2016). (1) Given the product [OH:22][C:13]1([C:10]2[S:9][C:8]([C:4](=[O:3])[CH3:5])=[N:12][CH:11]=2)[CH2:18][CH2:17][CH2:16][N:15]2[CH:19]=[N:20][CH:21]=[C:14]12, predict the reactants needed to synthesize it. The reactants are: Cl.C[O:3][C:4]([C:8]1[S:9][C:10]([C:13]2([OH:22])[CH2:18][CH2:17][CH2:16][N:15]3[CH:19]=[N:20][CH:21]=[C:14]23)=[CH:11][N:12]=1)(OC)[CH3:5].C(=O)([O-])[O-].[Na+].[Na+]. (2) Given the product [CH3:17][Si:11]([CH3:16])([O:10][C:7]1[CH:6]=[CH:5][C:4]([NH2:1])=[CH:9][CH:8]=1)[C:12]([CH3:15])([CH3:14])[CH3:13], predict the reactants needed to synthesize it. The reactants are: [N+:1]([C:4]1[CH:9]=[CH:8][C:7]([O:10][Si:11]([CH3:17])([CH3:16])[C:12]([CH3:15])([CH3:14])[CH3:13])=[CH:6][CH:5]=1)([O-])=O.